From a dataset of Catalyst prediction with 721,799 reactions and 888 catalyst types from USPTO. Predict which catalyst facilitates the given reaction. (1) Reactant: [O:1]1[CH2:6][CH2:5][N:4]([C:7]2[C:11]3[CH:12]=[C:13]4[C:18](=[CH:19][C:10]=3[N:9](C(C3C=CC=CC=3)(C3C=CC=CC=3)C3C=CC=CC=3)[N:8]=2)[NH:17][C:16](=[O:20])[CH:15]=[CH:14]4)[CH2:3][CH2:2]1.C(Cl)Cl.C(O)(C(F)(F)F)=O.C([SiH](CC)CC)C. Product: [O:1]1[CH2:2][CH2:3][N:4]([C:7]2[C:11]3[CH:12]=[C:13]4[C:18](=[CH:19][C:10]=3[NH:9][N:8]=2)[NH:17][C:16](=[O:20])[CH:15]=[CH:14]4)[CH2:5][CH2:6]1. The catalyst class is: 6. (2) Reactant: [BH4-].[Na+].II.[Cl:5][C:6]1[CH:14]=[CH:13][C:12]([I:15])=[CH:11][C:7]=1[C:8](O)=[O:9].CC(=O)OCC. Product: [Cl:5][C:6]1[CH:14]=[CH:13][C:12]([I:15])=[CH:11][C:7]=1[CH2:8][OH:9]. The catalyst class is: 1. (3) Reactant: [CH3:1][N:2]([CH2:10][C:11](=[O:18])[C:12]1[CH:17]=[CH:16][CH:15]=[CH:14][CH:13]=1)C(=O)OC(C)(C)C.N#N.[ClH:21].O1CCOCC1. The catalyst class is: 25. Product: [ClH:21].[CH3:1][NH:2][CH2:10][C:11]([C:12]1[CH:17]=[CH:16][CH:15]=[CH:14][CH:13]=1)=[O:18]. (4) Reactant: [F:1][C:2]1[CH:7]=[CH:6][CH:5]=[C:4]([O:8][C:9]([F:12])([F:11])[F:10])[CH:3]=1.CN(CCN(C)C)C.C([Li])(CC)C.[CH3:26][Si:27](Cl)([CH3:29])[CH3:28]. Product: [F:1][C:2]1[CH:7]=[CH:6][CH:5]=[C:4]([O:8][C:9]([F:10])([F:11])[F:12])[C:3]=1[Si:27]([CH3:29])([CH3:28])[CH3:26]. The catalyst class is: 7. (5) Reactant: CN(C)C(=O)C.[F:7][C:8]1[CH:13]=[CH:12][CH:11]=[CH:10][C:9]=1[C:14](=O)[CH2:15][CH:16]([C:19]#[N:20])[C:17]#[N:18].C(N(CC)CC)C.C(O)=O. Product: [F:7][C:8]1[CH:13]=[CH:12][CH:11]=[CH:10][C:9]=1[C:14]1[NH:18][CH:17]=[C:16]([C:19]#[N:20])[CH:15]=1. The catalyst class is: 15. (6) Reactant: [O:1]=[O+][O-].[CH3:4][C:5](=C)[CH2:6][C:7]1([C:20]([O:22][CH2:23][CH3:24])=[O:21])[CH2:12][CH2:11][CH2:10][N:9]([C:13]([O:15][C:16]([CH3:19])([CH3:18])[CH3:17])=[O:14])[CH2:8]1.CSC. Product: [O:1]=[C:5]([CH3:4])[CH2:6][C:7]1([C:20]([O:22][CH2:23][CH3:24])=[O:21])[CH2:12][CH2:11][CH2:10][N:9]([C:13]([O:15][C:16]([CH3:19])([CH3:18])[CH3:17])=[O:14])[CH2:8]1. The catalyst class is: 98.